Dataset: Full USPTO retrosynthesis dataset with 1.9M reactions from patents (1976-2016). Task: Predict the reactants needed to synthesize the given product. (1) Given the product [C:26]1([NH:25][C:22](=[O:24])[C@H:9]([CH2:10][C:11]2[CH:12]=[CH:13][C:14]([O:17][C:18]([CH3:20])([CH3:21])[CH3:19])=[CH:15][CH:16]=2)[NH:8][C:6]([O:5][C:1]([CH3:2])([CH3:3])[CH3:4])=[O:7])[CH:31]=[CH:30][CH:29]=[CH:28][CH:27]=1, predict the reactants needed to synthesize it. The reactants are: [C:1]([O:5][C:6]([NH:8][C@H:9]([C:22]([OH:24])=O)[CH2:10][C:11]1[CH:16]=[CH:15][C:14]([O:17][C:18]([CH3:21])([CH3:20])[CH3:19])=[CH:13][CH:12]=1)=[O:7])([CH3:4])([CH3:3])[CH3:2].[NH2:25][C:26]1[CH:31]=[CH:30][CH:29]=[CH:28][CH:27]=1. (2) Given the product [F:22][C:23]1([F:29])[CH2:28][CH2:27][N:26]([CH2:9][C:8]2[CH:7]=[CH:6][C:5]([C@@H:11]([NH:13][C:14](=[O:20])[O:15][C:16]([CH3:19])([CH3:18])[CH3:17])[CH3:12])=[CH:4][C:3]=2[F:2])[CH2:25][CH2:24]1, predict the reactants needed to synthesize it. The reactants are: [Al].[F:2][C:3]1[CH:4]=[C:5]([C@@H:11]([NH:13][C:14](=[O:20])[O:15][C:16]([CH3:19])([CH3:18])[CH3:17])[CH3:12])[CH:6]=[CH:7][C:8]=1[CH:9]=O.Cl.[F:22][C:23]1([F:29])[CH2:28][CH2:27][NH:26][CH2:25][CH2:24]1.